Task: Predict the reactants needed to synthesize the given product.. Dataset: Full USPTO retrosynthesis dataset with 1.9M reactions from patents (1976-2016) (1) Given the product [Br:26][C:16]1[CH:17]=[CH:18][C:19]2[N:7]([C:4]3[CH:5]=[CH:6][C:1]([C:20]4[CH:21]=[CH:22][CH:23]=[CH:24][CH:25]=4)=[CH:2][CH:3]=3)[C:8]3[C:13]([C:14]=2[CH:15]=1)=[CH:12][CH:11]=[CH:10][CH:9]=3, predict the reactants needed to synthesize it. The reactants are: [C:1]1([C:20]2[CH:25]=[CH:24][CH:23]=[CH:22][CH:21]=2)[CH:6]=[CH:5][C:4]([N:7]2[C:19]3[CH:18]=[CH:17][CH:16]=[CH:15][C:14]=3[C:13]3[C:8]2=[CH:9][CH:10]=[CH:11][CH:12]=3)=[CH:3][CH:2]=1.[Br:26]N1C(=O)CCC1=O. (2) Given the product [C:1]1([C:11]2[CH:12]=[CH:13][CH:14]=[CH:15][CH:16]=2)[CH:10]=[CH:5][C:4]([NH:30][C:31]2[C:32]3[C:37]([C:38]4[CH:39]=[CH:40][CH:41]=[CH:42][C:43]=4[CH:44]=2)=[CH:36][CH:35]=[CH:34][CH:33]=3)=[CH:3][CH:2]=1, predict the reactants needed to synthesize it. The reactants are: [C:1]1([C:11]2[CH:16]=[CH:15][C:14](N[C:4]3[CH:5]=[CH:10][C:1]([C:11]4[CH:12]=[CH:13][CH:14]=[CH:15][CH:16]=4)=[CH:2][CH:3]=3)=[CH:13][CH:12]=2)[C:10]2[C:5](=CC=CC=2)[CH:4]=[CH:3][CH:2]=1.[NH2:30][C:31]1[C:32]2[C:37]([C:38]3[CH:39]=[CH:40][CH:41]=[CH:42][C:43]=3[CH:44]=1)=[CH:36][CH:35]=[CH:34][CH:33]=2. (3) Given the product [CH3:13][C:10]1([CH3:12])[CH2:9][CH2:8][C:7]([CH3:15])([CH3:14])[C:6]2[CH:5]=[C:4]([CH:16]=[O:17])[CH:3]=[C:2]([O:1][CH2:26][C:25]3[CH:24]=[CH:23][C:22]([C:21]([F:20])([F:30])[F:31])=[CH:29][CH:28]=3)[C:11]1=2, predict the reactants needed to synthesize it. The reactants are: [OH:1][C:2]1[C:11]2[C:10]([CH3:13])([CH3:12])[CH2:9][CH2:8][C:7]([CH3:15])([CH3:14])[C:6]=2[CH:5]=[C:4]([CH:16]=[O:17])[CH:3]=1.[H-].[Na+].[F:20][C:21]([F:31])([F:30])[C:22]1[CH:29]=[CH:28][C:25]([CH2:26]Br)=[CH:24][CH:23]=1. (4) Given the product [CH2:1]([O:8][C:9]1[CH:14]=[C:13]([C:15]([F:16])([F:17])[F:18])[CH:12]=[CH:11][C:10]=1[NH2:19])[C:2]1[CH:3]=[CH:4][CH:5]=[CH:6][CH:7]=1, predict the reactants needed to synthesize it. The reactants are: [CH2:1]([O:8][C:9]1[CH:14]=[C:13]([C:15]([F:18])([F:17])[F:16])[CH:12]=[CH:11][C:10]=1[N+:19]([O-])=O)[C:2]1[CH:7]=[CH:6][CH:5]=[CH:4][CH:3]=1.O. (5) Given the product [F:14][C:15]1[CH:16]=[CH:17][CH:18]=[C:19]2[C:24]=1[N:23]([CH3:25])[N:22]([C:11]([C:9]1[CH:10]=[C:5]3[N:4]=[CH:3][C:2]([Br:1])=[CH:7][N:6]3[N:8]=1)=[O:13])[CH2:21][CH2:20]2, predict the reactants needed to synthesize it. The reactants are: [Br:1][C:2]1[CH:3]=[N:4][C:5]2[N:6]([N:8]=[C:9]([C:11]([OH:13])=O)[CH:10]=2)[CH:7]=1.[F:14][C:15]1[CH:16]=[CH:17][CH:18]=[C:19]2[C:24]=1[N:23]([CH3:25])[NH:22][CH2:21][CH2:20]2.